Dataset: Full USPTO retrosynthesis dataset with 1.9M reactions from patents (1976-2016). Task: Predict the reactants needed to synthesize the given product. (1) Given the product [ClH:29].[NH2:1][C@@H:2]1[CH2:26][CH2:25][C@@:24]2([CH3:27])[C:4](=[CH:5][CH2:6][C@@H:7]3[C@@H:23]2[CH2:22][CH2:21][C@@:20]2([CH3:28])[C@H:8]3[CH2:9][CH2:10][C@@H:11]2[C@H:12]([CH3:19])[CH2:13][CH2:14][CH2:15][CH:16]([CH3:18])[CH3:17])[CH2:3]1, predict the reactants needed to synthesize it. The reactants are: [NH2:1][C@@H:2]1[CH2:26][CH2:25][C@@:24]2([CH3:27])[C:4](=[CH:5][CH2:6][C@@H:7]3[C@@H:23]2[CH2:22][CH2:21][C@@:20]2([CH3:28])[C@H:8]3[CH2:9][CH2:10][C@@H:11]2[C@H:12]([CH3:19])[CH2:13][CH2:14][CH2:15][CH:16]([CH3:18])[CH3:17])[CH2:3]1.[ClH:29]. (2) The reactants are: [CH3:1][O:2][C:3]1[CH:10]=[CH:9][C:6]([CH:7]=[O:8])=[CH:5][CH:4]=1.C[Si](C)(C)O[SiH](C)C.[F-].C([N+](CCCC)(CCCC)CCCC)CCC. Given the product [CH3:1][O:2][C:3]1[CH:10]=[CH:9][C:6]([CH2:7][OH:8])=[CH:5][CH:4]=1, predict the reactants needed to synthesize it. (3) The reactants are: [F:1][CH2:2][CH2:3][NH:4][C:5]1[CH2:9][O:8][C:7](=[O:10])[CH:6]=1.[H-].[Na+].Br[CH2:14][C:15]1[CH:16]=[N:17][C:18]([Cl:22])=[C:19]([Cl:21])[CH:20]=1.CO. Given the product [Cl:21][C:19]1[CH:20]=[C:15]([CH2:14][N:4]([CH2:3][CH2:2][F:1])[C:5]2[CH2:9][O:8][C:7](=[O:10])[CH:6]=2)[CH:16]=[N:17][C:18]=1[Cl:22], predict the reactants needed to synthesize it. (4) Given the product [C:1]([C:3]1[CH:8]=[CH:7][C:6]([CH2:9][Br:11])=[CH:5][C:4]=1[F:10])#[N:2], predict the reactants needed to synthesize it. The reactants are: [C:1]([C:3]1[CH:8]=[CH:7][C:6]([CH3:9])=[CH:5][C:4]=1[F:10])#[N:2].[Br:11]N1C(=O)CCC1=O.C(OOC(=O)C1C=CC=CC=1)(=O)C1C=CC=CC=1. (5) Given the product [Br:1][C:2]1[C:3](=[O:27])[N:4]([C:35](=[O:42])[C:36]2[CH:41]=[CH:40][CH:39]=[CH:38][CH:37]=2)[C:5](=[O:26])[N:6]([CH:25]=1)[C@@H:7]1[O:24][C@H:18]([CH2:19][O:20][C:21](=[O:23])[CH3:22])[C@@H:13]([O:14][C:15](=[O:17])[CH3:16])[C@H:8]1[O:9][C:10](=[O:12])[CH3:11], predict the reactants needed to synthesize it. The reactants are: [Br:1][C:2]1[C:3](=[O:27])[NH:4][C:5](=[O:26])[N:6]([CH:25]=1)[C@@H:7]1[O:24][C@H:18]([CH2:19][O:20][C:21](=[O:23])[CH3:22])[C@@H:13]([O:14][C:15](=[O:17])[CH3:16])[C@H:8]1[O:9][C:10](=[O:12])[CH3:11].C(N(CC)CC)C.[C:35](Cl)(=[O:42])[C:36]1[CH:41]=[CH:40][CH:39]=[CH:38][CH:37]=1.N1C=CC=CC=1. (6) Given the product [Cl:1][C:2]1[CH:10]=[CH:9][CH:8]=[C:7]2[C:3]=1[C:4]([C:11](=[O:16])[C:12]([F:14])([F:15])[F:13])=[CH:5][N:6]2[CH:18]1[CH2:19][N:20]([C:22]([O:24][C:25]([CH3:28])([CH3:27])[CH3:26])=[O:23])[CH2:21]1, predict the reactants needed to synthesize it. The reactants are: [Cl:1][C:2]1[CH:10]=[CH:9][CH:8]=[C:7]2[C:3]=1[C:4]([C:11](=[O:16])[C:12]([F:15])([F:14])[F:13])=[CH:5][NH:6]2.I[CH:18]1[CH2:21][N:20]([C:22]([O:24][C:25]([CH3:28])([CH3:27])[CH3:26])=[O:23])[CH2:19]1.C(=O)([O-])[O-].[K+].[K+]. (7) Given the product [N:12]1[C:11](=[O:22])[CH:10]=[N:9][CH:8]=[C:14]2[CH:15]=[CH:16][CH:17]=[CH:18][C:13]=12, predict the reactants needed to synthesize it. The reactants are: ClC1C=CC=CC=1[C:8]1[C:14]2[CH:15]=[C:16](C#N)[C:17](O)=[CH:18][C:13]=2[NH:12][C:11](=[O:22])[CH2:10][N:9]=1.C(=O)([O-])[O-].[Na+].[Na+].ClCCCN1CCOCC1. (8) The reactants are: N#N.[C:3]([C:6]1[S:10][C:9]([CH2:11][C:12]2[S:13][CH:14]=[C:15](C(O)=O)[N:16]=2)=[CH:8][CH:7]=1)(=[O:5])[CH3:4].CC[N:22](CC)CC.C1C=CC(P(N=[N+]=[N-])(C2C=CC=CC=2)=O)=CC=1.[C:44]([O-:47])(O)=[O:45].[Na+].[C:49]1([CH3:55])[CH:54]=CC=C[CH:50]=1. Given the product [C:49]([O:47][C:44](=[O:45])[NH:22][C:15]1[N:16]=[C:12]([CH2:11][C:9]2[S:10][C:6]([C:3](=[O:5])[CH3:4])=[CH:7][CH:8]=2)[S:13][CH:14]=1)([CH3:55])([CH3:54])[CH3:50], predict the reactants needed to synthesize it. (9) Given the product [ClH:22].[N:1]1[CH:6]=[C:5]([O:7][C:8]2[CH:9]=[C:10]([NH2:14])[CH:11]=[N:12][CH:13]=2)[CH:4]=[N:3][CH:2]=1, predict the reactants needed to synthesize it. The reactants are: [N:1]1[CH:6]=[C:5]([O:7][C:8]2[CH:9]=[C:10]([NH:14]C(=O)OC(C)(C)C)[CH:11]=[N:12][CH:13]=2)[CH:4]=[N:3][CH:2]=1.[ClH:22].